From a dataset of Reaction yield outcomes from USPTO patents with 853,638 reactions. Predict the reaction yield, written as a fraction of the theoretical maximum amount of product (1.0 means a 100% yield; for example, 0.34 means a 34% yield). (1) The reactants are [Br:1][C:2]1[CH:7]=[C:6]([F:8])[C:5]([N+:9]([O-:11])=[O:10])=[CH:4][C:3]=1[CH2:12][C:13]([OH:15])=[O:14].OS(O)(=O)=O.[CH3:21][CH2:22]O. No catalyst specified. The product is [Br:1][C:2]1[CH:7]=[C:6]([F:8])[C:5]([N+:9]([O-:11])=[O:10])=[CH:4][C:3]=1[CH2:12][C:13]([O:15][CH2:21][CH3:22])=[O:14]. The yield is 0.870. (2) The reactants are [NH2:1][C:2]1[CH:3]=[C:4]([CH:21]=[CH:22][C:23]=1[F:24])[O:5][C:6]1[CH:7]=[CH:8][C:9]2[N:10]([CH:12]=[C:13]([NH:15][C:16]([CH:18]3[CH2:20][CH2:19]3)=[O:17])[N:14]=2)[N:11]=1.[CH2:25]([C:27]1[CH:31]=[C:30]([C:32](O)=[O:33])[N:29]([CH3:35])[N:28]=1)[CH3:26].S(Cl)(Cl)=O. The catalyst is CN(C)C=O.CN(C)C(=O)C. The product is [CH:18]1([C:16]([NH:15][C:13]2[N:14]=[C:9]3[CH:8]=[CH:7][C:6]([O:5][C:4]4[CH:21]=[CH:22][C:23]([F:24])=[C:2]([NH:1][C:32]([C:30]5[N:29]([CH3:35])[N:28]=[C:27]([CH2:25][CH3:26])[CH:31]=5)=[O:33])[CH:3]=4)=[N:11][N:10]3[CH:12]=2)=[O:17])[CH2:20][CH2:19]1. The yield is 0.550. (3) The reactants are [NH2:1][C:2]1[N:27]=[C:5]2[CH:6]=[CH:7][C:8]([C:10]3[CH:15]=[CH:14][C:13]([NH:16][C:17](=[O:26])[CH2:18][C:19]4[CH:24]=[CH:23][C:22]([F:25])=[CH:21][CH:20]=4)=[CH:12][CH:11]=3)=[CH:9][N:4]2[N:3]=1.[CH2:28]([N:30]([CH2:45][CH3:46])[C:31](=[O:44])[C:32]1[CH:37]=[CH:36][C:35](I)=[C:34]([O:39][CH2:40][CH2:41][O:42][CH3:43])[CH:33]=1)[CH3:29].CC(C1C=C(C(C)C)C(C2C=CC=CC=2P(C2CCCCC2)C2CCCCC2)=C(C(C)C)C=1)C.CC(C)([O-])C.[Na+]. No catalyst specified. The product is [CH2:45]([N:30]([CH2:28][CH3:29])[C:31](=[O:44])[C:32]1[CH:37]=[CH:36][C:35]([NH:1][C:2]2[N:27]=[C:5]3[CH:6]=[CH:7][C:8]([C:10]4[CH:11]=[CH:12][C:13]([NH:16][C:17](=[O:26])[CH2:18][C:19]5[CH:24]=[CH:23][C:22]([F:25])=[CH:21][CH:20]=5)=[CH:14][CH:15]=4)=[CH:9][N:4]3[N:3]=2)=[C:34]([O:39][CH2:40][CH2:41][O:42][CH3:43])[CH:33]=1)[CH3:46]. The yield is 0.120. (4) The yield is 0.970. The product is [N:4]1([C:7]2[N:12]=[C:11]([N:13]3[CH2:14][CH2:15][O:16][CH2:17][CH2:18]3)[N:10]=[C:9]([C:19]3[CH:20]=[CH:21][C:22]([C:23]4[N:27]=[N:28][NH:29][N:24]=4)=[CH:25][CH:26]=3)[N:8]=2)[CH2:5][CH2:6][O:1][CH2:2][CH2:3]1. The catalyst is CN(C=O)C. The reactants are [O:1]1[CH2:6][CH2:5][N:4]([C:7]2[N:12]=[C:11]([N:13]3[CH2:18][CH2:17][O:16][CH2:15][CH2:14]3)[N:10]=[C:9]([C:19]3[CH:26]=[CH:25][C:22]([C:23]#[N:24])=[CH:21][CH:20]=3)[N:8]=2)[CH2:3][CH2:2]1.[N-:27]=[N+:28]=[N-:29].[Na+].Cl.C(N(CC)CC)C. (5) The reactants are [OH:1][C:2]([C:33]1[CH:38]=[CH:37][CH:36]=[CH:35][CH:34]=1)([C:27]1[CH:32]=[CH:31][CH:30]=[CH:29][CH:28]=1)[CH:3]1[CH2:8][CH2:7][N:6]([CH2:9][CH2:10][CH2:11][C:12]([C:14]2[CH:19]=[CH:18][C:17]([C:20]([CH3:26])([CH3:25])[C:21]([O:23][CH3:24])=[O:22])=[CH:16][CH:15]=2)=[O:13])[CH2:5][CH2:4]1.[BH4-].[Na+]. The catalyst is CO. The product is [OH:1][C:2]([C:27]1[CH:32]=[CH:31][CH:30]=[CH:29][CH:28]=1)([C:33]1[CH:38]=[CH:37][CH:36]=[CH:35][CH:34]=1)[CH:3]1[CH2:8][CH2:7][N:6]([CH2:9][CH2:10][CH2:11][CH:12]([C:14]2[CH:19]=[CH:18][C:17]([C:20]([CH3:26])([CH3:25])[C:21]([O:23][CH3:24])=[O:22])=[CH:16][CH:15]=2)[OH:13])[CH2:5][CH2:4]1. The yield is 0.700. (6) The reactants are [CH2:1]([N:8]1[C:17](=[O:18])[C:16]2[C:11](=[CH:12][CH:13]=[CH:14][CH:15]=2)[C:10]([C:19]2[C:27]3[C:22](=[CH:23][CH:24]=[CH:25][CH:26]=3)[N:21]([CH2:28][C:29]#[N:30])[C:20]=2[CH3:31])=[N:9]1)[C:2]1[CH:7]=[CH:6][CH:5]=[CH:4][CH:3]=1.[N-:32]=[N+:33]=[N-:34].[Na+]. The catalyst is C(O)(C)C.O.[Br-].[Zn+2].[Br-]. The product is [N:30]1[NH:32][N:33]=[N:34][C:29]=1[CH2:28][N:21]1[C:22]2[C:27](=[CH:26][CH:25]=[CH:24][CH:23]=2)[C:19]([C:10]2[C:11]3[C:16](=[CH:15][CH:14]=[CH:13][CH:12]=3)[C:17](=[O:18])[N:8]([CH2:1][C:2]3[CH:7]=[CH:6][CH:5]=[CH:4][CH:3]=3)[N:9]=2)=[C:20]1[CH3:31]. The yield is 0.460.